From a dataset of Forward reaction prediction with 1.9M reactions from USPTO patents (1976-2016). Predict the product of the given reaction. (1) Given the reactants C(O[C:6]([N:8]1[CH2:15][CH:14]2[CH:10]([CH2:11][N:12]([C:16]3[N:21]=[CH:20][CH:19]=[CH:18][N:17]=3)[CH2:13]2)[CH2:9]1)=[O:7])(C)(C)C.FC(F)(F)C(O)=O.[Cl:29][C:30]1[CH:31]=[C:32]([C:36]2[CH:41]=[CH:40][C:39](C(O)=O)=[CH:38][CH:37]=2)[CH:33]=[CH:34][CH:35]=1.F[P-](F)(F)(F)(F)F.N1(OC(N(C)C)=[N+](C)C)C2N=CC=CC=2N=N1.C(N(C(C)C)CC)(C)C, predict the reaction product. The product is: [Cl:29][C:30]1[CH:31]=[C:32]([C:36]2[CH:37]=[CH:38][C:39]([C:6]([N:8]3[CH2:9][CH:10]4[CH:14]([CH2:13][N:12]([C:16]5[N:17]=[CH:18][CH:19]=[CH:20][N:21]=5)[CH2:11]4)[CH2:15]3)=[O:7])=[CH:40][CH:41]=2)[CH:33]=[CH:34][CH:35]=1. (2) Given the reactants [NH2:1][C:2]1[C:11]2[C:6](=[CH:7][C:8]([F:12])=[CH:9][CH:10]=2)[CH:5]=[CH:4][N:3]=1.C1C(=O)N([Br:20])C(=O)C1.O, predict the reaction product. The product is: [NH2:1][C:2]1[C:11]2[C:6](=[CH:7][C:8]([F:12])=[CH:9][CH:10]=2)[C:5]([Br:20])=[CH:4][N:3]=1. (3) Given the reactants [N+:1]([C:4]1[CH:13]=[CH:12][CH:11]=[C:10]2[C:5]=1[CH:6]=[CH:7][C:8]([C:14]([F:17])([F:16])[F:15])=[N:9]2)([O-])=O.C(=O)([O-])[O-].[K+].[K+], predict the reaction product. The product is: [NH2:1][C:4]1[CH:13]=[CH:12][CH:11]=[C:10]2[C:5]=1[CH:6]=[CH:7][C:8]([C:14]([F:17])([F:15])[F:16])=[N:9]2. (4) Given the reactants [Cl:1][C:2]1[CH:3]=[C:4]([C:8]2[N:9]([CH2:21][C:22]([NH:24][CH:25]([CH3:27])[CH3:26])=[O:23])[C:10](=[O:20])[C:11]3[C:16]([CH:17]=2)=[CH:15][CH:14]=[C:13]([O:18]C)[CH:12]=3)[CH:5]=[CH:6][CH:7]=1.B(Br)(Br)Br, predict the reaction product. The product is: [Cl:1][C:2]1[CH:3]=[C:4]([C:8]2[N:9]([CH2:21][C:22]([NH:24][CH:25]([CH3:27])[CH3:26])=[O:23])[C:10](=[O:20])[C:11]3[C:16]([CH:17]=2)=[CH:15][CH:14]=[C:13]([OH:18])[CH:12]=3)[CH:5]=[CH:6][CH:7]=1. (5) Given the reactants [CH2:1]([O:8][C:9]([NH:11][C@H:12]([CH3:18])[C:13](=[O:17])SCC)=[O:10])[C:2]1[CH:7]=[CH:6][CH:5]=[CH:4][CH:3]=1.C([SiH](CC)CC)C, predict the reaction product. The product is: [CH3:18][C@@H:12]([NH:11][C:9](=[O:10])[O:8][CH2:1][C:2]1[CH:7]=[CH:6][CH:5]=[CH:4][CH:3]=1)[CH:13]=[O:17]. (6) Given the reactants [N:1]1[CH:6]=[CH:5][N:4]=[CH:3][C:2]=1[C:7]#[C:8][C:9]12[CH2:18][CH:13]3[CH2:14][CH:15]([CH2:17][C:11]([NH2:19])([CH2:12]3)[CH2:10]1)[CH2:16]2.[N:20]1[CH:25]=[CH:24][CH:23]=[CH:22][C:21]=1[C:26](O)=[O:27].CCN(C(C)C)C(C)C.CN(C(ON1N=NC2C=CC=NC1=2)=[N+](C)C)C.F[P-](F)(F)(F)(F)F, predict the reaction product. The product is: [N:1]1[CH:6]=[CH:5][N:4]=[CH:3][C:2]=1[C:7]#[C:8][C:9]12[CH2:18][CH:13]3[CH2:14][CH:15]([CH2:17][C:11]([NH:19][C:26]([C:21]4[CH:22]=[CH:23][CH:24]=[CH:25][N:20]=4)=[O:27])([CH2:12]3)[CH2:10]1)[CH2:16]2. (7) The product is: [CH3:1][N:2]1[C:6]([N:7]2[CH2:33][C:24]3[C:23](=[CH:28][CH:27]=[C:26]([C:29]([F:30])([F:32])[F:31])[CH:25]=3)[CH2:22]2)=[CH:5][CH:4]=[N:3]1. Given the reactants [CH3:1][N:2]1[C:6]([NH2:7])=[CH:5][CH:4]=[N:3]1.C(N(CC)CC)C.O1CCOCC1.Br[CH2:22][C:23]1[CH:28]=[CH:27][C:26]([C:29]([F:32])([F:31])[F:30])=[CH:25][C:24]=1[CH2:33]Br, predict the reaction product. (8) Given the reactants [F:1][C:2]([F:41])([F:40])[C:3]1[CH:4]=[C:5]([CH:33]=[C:34]([C:36]([F:39])([F:38])[F:37])[CH:35]=1)[CH2:6][N:7]([CH3:32])[C:8](=[O:31])[C:9]1[C:14]([C:15]2[CH:20]=[CH:19][CH:18]=[CH:17][C:16]=2[CH3:21])=[CH:13][C:12]([N:22]2[CH2:27][CH2:26][N:25]([CH2:28][C:29]#[N:30])[CH2:24][CH2:23]2)=[N:11][CH:10]=1.[N-:42]=[N+:43]=[N-:44].[Na+].[Cl-].C([NH+](CC)CC)C.Cl, predict the reaction product. The product is: [F:41][C:2]([F:40])([F:1])[C:3]1[CH:4]=[C:5]([CH:33]=[C:34]([C:36]([F:38])([F:39])[F:37])[CH:35]=1)[CH2:6][N:7]([CH3:32])[C:8](=[O:31])[C:9]1[C:14]([C:15]2[CH:20]=[CH:19][CH:18]=[CH:17][C:16]=2[CH3:21])=[CH:13][C:12]([N:22]2[CH2:23][CH2:24][N:25]([CH2:28][C:29]3[NH:44][N:43]=[N:42][N:30]=3)[CH2:26][CH2:27]2)=[N:11][CH:10]=1. (9) The product is: [Br:1][C:2]1[CH:6]=[C:5]([N:7]([CH2:11][CH:12]=[O:13])[CH2:8][CH2:9][CH3:10])[S:4][C:3]=1[C:17]#[N:18]. Given the reactants [Br:1][C:2]1[CH:6]=[C:5]([N:7]([CH2:11][CH:12]2OCC[O:13]2)[CH2:8][CH2:9][CH3:10])[S:4][C:3]=1[C:17]#[N:18].Cl.C([O-])([O-])=O.[Na+].[Na+], predict the reaction product. (10) Given the reactants CS(C)=[O:3].[Cl:5][C:6]1[CH:15]=[CH:14][C:9]([C:10](=[O:13])[CH2:11]Br)=[CH:8][CH:7]=1, predict the reaction product. The product is: [Cl:5][C:6]1[CH:15]=[CH:14][C:9]([C:10]([CH:11]=[O:3])=[O:13])=[CH:8][CH:7]=1.